From a dataset of CYP2D6 inhibition data for predicting drug metabolism from PubChem BioAssay. Regression/Classification. Given a drug SMILES string, predict its absorption, distribution, metabolism, or excretion properties. Task type varies by dataset: regression for continuous measurements (e.g., permeability, clearance, half-life) or binary classification for categorical outcomes (e.g., BBB penetration, CYP inhibition). Dataset: cyp2d6_veith. (1) The compound is CO[C@H]1COC(=O)C/C=C\[C@H](C)[C@@H](OC)COC(=O)[C@@H](C)COC(=O)C/C=C\[C@@H]1C. The result is 0 (non-inhibitor). (2) The compound is CCc1ccccc1NC(=O)NC1CC2CCC(C1)N2Cc1cccs1. The result is 1 (inhibitor). (3) The compound is Cc1ccccc1-c1cc(N2CCNCC2)ncn1. The result is 0 (non-inhibitor). (4) The molecule is COc1ccc2nc(SCC(=O)Nc3ccc4c(c3)OCCO4)[nH]c2c1. The result is 0 (non-inhibitor). (5) The compound is CC(C)(CNC(=O)c1ccc([N+](=O)[O-])c(Cl)c1)CNC(=O)c1ccc([N+](=O)[O-])c(Cl)c1. The result is 1 (inhibitor). (6) The compound is NC(N)=NOCC[C@H](N)C(=O)O.O.O=S(=O)(O)O. The result is 0 (non-inhibitor).